Dataset: Full USPTO retrosynthesis dataset with 1.9M reactions from patents (1976-2016). Task: Predict the reactants needed to synthesize the given product. (1) Given the product [OH:90][C:77]1[C:78]([OH:82])=[CH:79][CH:80]=[CH:81][C:76]=1[C:75]([NH:74][C@H:69]1[CH2:68][O:67][C:66](=[O:99])[C@@H:65]([NH:100][C:101](=[O:124])[C:102]2[CH:107]=[CH:106][CH:105]=[C:104]([OH:108])[C:103]=2[OH:116])[CH2:64][O:63][C:62](=[O:125])[C@@H:61]([NH:60][C:59]([C:49]2[CH:48]=[C:47]([C:127](=[O:143])[NH:128][CH2:129][CH2:130][O:131][CH2:132][CH2:133][O:134][CH2:135][CH2:136][O:137][CH2:138][CH2:139][C:140]([OH:142])=[O:141])[CH:46]=[C:45]([OH:44])[C:50]=2[OH:51])=[O:126])[CH2:72][O:71][C:70]1=[O:73])=[O:98], predict the reactants needed to synthesize it. The reactants are: C(N=C=NCCCN(C)C)C.ON1C(=O)CCC1=O.N[C@H](C(O)=O)CCCCN.FC(F)(F)C(O)=O.C([O:44][C:45]1[CH:46]=[C:47]([C:127](=[O:143])[NH:128][CH2:129][CH2:130][O:131][CH2:132][CH2:133][O:134][CH2:135][CH2:136][O:137][CH2:138][CH2:139][C:140]([OH:142])=[O:141])[CH:48]=[C:49]([C:59](=[O:126])[NH:60][C@H:61]2[CH2:72][O:71][C:70](=[O:73])[C@@H:69]([NH:74][C:75](=[O:98])[C:76]3[CH:81]=[CH:80][CH:79]=[C:78]([O:82]CC4C=CC=CC=4)[C:77]=3[O:90]CC3C=CC=CC=3)[CH2:68][O:67][C:66](=[O:99])[C@@H:65]([NH:100][C:101](=[O:124])[C:102]3[CH:107]=[CH:106][CH:105]=[C:104]([O:108]CC4C=CC=CC=4)[C:103]=3[O:116]CC3C=CC=CC=3)[CH2:64][O:63][C:62]2=[O:125])[C:50]=1[O:51]CC1C=CC=CC=1)C1C=CC=CC=1. (2) Given the product [CH3:23][C:22]1[CH:24]=[CH:25][C:19]([S:16]([O:12][C:11]2[CH:13]=[CH:14][C:8]([Br:7])=[C:9]([OH:15])[CH:10]=2)(=[O:18])=[O:17])=[CH:20][CH:21]=1, predict the reactants needed to synthesize it. The reactants are: C([O-])([O-])=O.[K+].[K+].[Br:7][C:8]1[CH:14]=[CH:13][C:11]([OH:12])=[CH:10][C:9]=1[OH:15].[S:16](Cl)([C:19]1[CH:25]=[CH:24][C:22]([CH3:23])=[CH:21][CH:20]=1)(=[O:18])=[O:17]. (3) Given the product [CH:1]([C:4]1[CH:9]=[CH:8][CH:7]=[CH:6][C:5]=1[N:10]1[C:18]2[C:13](=[CH:14][CH:15]=[CH:16][CH:17]=2)[C:12]([C:19]([OH:21])=[O:20])=[CH:11]1)([CH3:3])[CH3:2], predict the reactants needed to synthesize it. The reactants are: [CH:1]([C:4]1[CH:9]=[CH:8][CH:7]=[CH:6][C:5]=1[N:10]1[C:18]2[C:13](=[CH:14][CH:15]=[CH:16][CH:17]=2)[C:12]([C:19]([O:21]C)=[O:20])=[CH:11]1)([CH3:3])[CH3:2].[OH-].[Na+]. (4) The reactants are: [OH:1][C:2]1[CH:9]=[C:8]([CH3:10])[C:5]([CH:6]=[O:7])=[C:4]([CH3:11])[CH:3]=1.Cl[CH2:13][C:14]([N:16]1[CH2:20][CH2:19][CH2:18][CH2:17]1)=[O:15].C([O-])([O-])=O.[Cs+].[Cs+]. Given the product [CH3:11][C:4]1[CH:3]=[C:2]([O:1][CH2:13][C:14](=[O:15])[N:16]2[CH2:20][CH2:19][CH2:18][CH2:17]2)[CH:9]=[C:8]([CH3:10])[C:5]=1[CH:6]=[O:7], predict the reactants needed to synthesize it. (5) Given the product [NH2:25][C:26]1[N:27]=[CH:28][C:29]([C:12]#[C:11][C:9]2[CH:8]=[N:7][CH:6]=[C:5]([CH:10]=2)[C:4]([N:3]=[S@@:2]([CH3:1])(=[O:24])[C:18]2[CH:23]=[CH:22][CH:21]=[CH:20][CH:19]=2)=[O:17])=[CH:30][CH:31]=1, predict the reactants needed to synthesize it. The reactants are: [CH3:1][S@:2](=[O:24])([C:18]1[CH:23]=[CH:22][CH:21]=[CH:20][CH:19]=1)=[N:3][C:4](=[O:17])[C:5]1[CH:10]=[C:9]([C:11]#[C:12][Si](C)(C)C)[CH:8]=[N:7][CH:6]=1.[NH2:25][C:26]1[CH:31]=[CH:30][C:29](I)=[CH:28][N:27]=1. (6) Given the product [CH2:9]([N:16]1[C:20]([NH:21][C:4](=[O:5])[C:3]([NH:2][C:43]([NH:42][C:37]2[CH:38]=[CH:39][CH:40]=[CH:41][C:36]=2[Cl:35])=[O:44])([CH3:8])[CH3:7])=[CH:19][C:18]([C:22]2[CH:27]=[CH:26][CH:25]=[CH:24][CH:23]=2)=[N:17]1)[C:10]1[CH:11]=[CH:12][CH:13]=[CH:14][CH:15]=1, predict the reactants needed to synthesize it. The reactants are: Cl.[NH2:2][C:3]([CH3:8])([CH3:7])[C:4](Cl)=[O:5].[CH2:9]([N:16]1[C:20]([NH2:21])=[CH:19][C:18]([C:22]2[CH:27]=[CH:26][CH:25]=[CH:24][CH:23]=2)=[N:17]1)[C:10]1[CH:15]=[CH:14][CH:13]=[CH:12][CH:11]=1.C(N(CC)CC)C.[Cl:35][C:36]1[CH:41]=[CH:40][CH:39]=[CH:38][C:37]=1[N:42]=[C:43]=[O:44]. (7) The reactants are: [C:1]([C:5]1[CH:6]=[C:7]([C:16]2[CH:17]=[C:18]([C:23]3[CH:28]=[CH:27][C:26]([C:29]([O:31][CH2:32][CH3:33])=[O:30])=[CH:25][CH:24]=3)[CH:19]=[CH:20][C:21]=2[OH:22])[CH:8]=[CH:9][C:10]=1[N:11]([CH2:14][CH3:15])[CH2:12][CH3:13])([CH3:4])([CH3:3])[CH3:2].CN(C1C=CC=CN=1)C.C(N(CC)CC)C.[S:50](O[S:50]([C:53]([F:56])([F:55])[F:54])(=[O:52])=[O:51])([C:53]([F:56])([F:55])[F:54])(=[O:52])=[O:51]. Given the product [C:1]([C:5]1[CH:6]=[C:7]([C:16]2[CH:17]=[C:18]([C:23]3[CH:28]=[CH:27][C:26]([C:29]([O:31][CH2:32][CH3:33])=[O:30])=[CH:25][CH:24]=3)[CH:19]=[CH:20][C:21]=2[O:22][S:50]([C:53]([F:56])([F:55])[F:54])(=[O:52])=[O:51])[CH:8]=[CH:9][C:10]=1[N:11]([CH2:12][CH3:13])[CH2:14][CH3:15])([CH3:3])([CH3:4])[CH3:2], predict the reactants needed to synthesize it.